From a dataset of Forward reaction prediction with 1.9M reactions from USPTO patents (1976-2016). Predict the product of the given reaction. (1) Given the reactants [Cl:1][C:2]1[CH:10]=[CH:9][C:8]([Cl:11])=[C:7]2[C:3]=1[C:4](=[O:26])[N:5]([CH2:13][CH:14]([C:20]1([CH3:25])OCC[O:21]1)[C:15]([O:17][CH2:18][CH3:19])=[O:16])[C:6]2=[O:12].O.C1(C)C=CC(S(O)(=O)=O)=CC=1, predict the reaction product. The product is: [Cl:11][C:8]1[CH:9]=[CH:10][C:2]([Cl:1])=[C:3]2[C:7]=1[C:6](=[O:12])[N:5]([CH2:13][CH:14]([C:20](=[O:21])[CH3:25])[C:15]([O:17][CH2:18][CH3:19])=[O:16])[C:4]2=[O:26]. (2) Given the reactants CO[C:3]([CH:5]1[O:9][C:8](=[O:10])[N:7]([C:11]2[CH:16]=[C:15]([F:17])[C:14]([N:18]3[CH2:24][CH2:23][CH2:22][S:21](=[O:26])(=[O:25])[CH2:20][CH2:19]3)=[C:13]([F:27])[CH:12]=2)[CH2:6]1)=[O:4].[NH3:28], predict the reaction product. The product is: [O:26]=[S:21]1(=[O:25])[CH2:22][CH2:23][CH2:24][N:18]([C:14]2[C:15]([F:17])=[CH:16][C:11]([N:7]3[CH2:6][CH:5]([C:3]([NH2:28])=[O:4])[O:9][C:8]3=[O:10])=[CH:12][C:13]=2[F:27])[CH2:19][CH2:20]1. (3) Given the reactants [Br:1]Br.[C:3]1([CH3:13])[CH:8]=[CH:7][C:6]([S:9]([CH3:12])(=[O:11])=[O:10])=[CH:5][CH:4]=1.S([O-])([O-])(=O)=S.[Na+].[Na+], predict the reaction product. The product is: [Br:1][C:8]1[CH:7]=[C:6]([S:9]([CH3:12])(=[O:11])=[O:10])[CH:5]=[CH:4][C:3]=1[CH3:13]. (4) Given the reactants [Cl:1][C:2]1[N:7]=[C:6]([NH2:8])[C:5]([CH3:9])=[CH:4][N:3]=1.CCN(C(C)C)C(C)C.[NH2:19][C@@H:20]1[CH2:25][CH2:24][C@H:23]([NH:26][C:27](=[O:42])[C:28]2[CH:33]=[C:32]([C:34]([F:37])([F:36])[F:35])[CH:31]=[C:30]([C:38]([F:41])([F:40])[F:39])[CH:29]=2)[CH2:22][CH2:21]1.Cl.CCOCC, predict the reaction product. The product is: [ClH:1].[NH2:8][C:6]1[C:5]([CH3:9])=[CH:4][N:3]=[C:2]([NH:19][C@@H:20]2[CH2:21][CH2:22][C@H:23]([NH:26][C:27](=[O:42])[C:28]3[CH:33]=[C:32]([C:34]([F:36])([F:37])[F:35])[CH:31]=[C:30]([C:38]([F:39])([F:40])[F:41])[CH:29]=3)[CH2:24][CH2:25]2)[N:7]=1. (5) Given the reactants [H-].[Na+].CS(C)=O.[I-].[CH3:8][S+](C)C.[Br:12][C:13]1[CH:18]=[CH:17][C:16]([C:19](=[O:29])[C:20]([F:28])([F:27])[C:21]2[CH:26]=[CH:25][CH:24]=[CH:23][N:22]=2)=[CH:15][CH:14]=1, predict the reaction product. The product is: [Br:12][C:13]1[CH:14]=[CH:15][C:16]([C:19]2([C:20]([F:27])([F:28])[C:21]3[CH:26]=[CH:25][CH:24]=[CH:23][N:22]=3)[CH2:8][O:29]2)=[CH:17][CH:18]=1. (6) Given the reactants [C:1]([N:5]1[C@@H:9]([CH2:10][C:11]2[CH:16]=[CH:15][CH:14]=[CH:13][CH:12]=2)[CH2:8][O:7][C:6]1=[O:17])(=[O:4])[CH2:2][CH3:3].[N:18]1[CH:23]=[CH:22][CH:21]=[C:20]([CH:24]=[O:25])[CH:19]=1, predict the reaction product. The product is: [CH3:3][C@@H:2]([C@@H:24]([OH:25])[C:20]1[CH:19]=[N:18][CH:23]=[CH:22][CH:21]=1)[C:1]([N:5]1[C@@H:9]([CH2:10][C:11]2[CH:12]=[CH:13][CH:14]=[CH:15][CH:16]=2)[CH2:8][O:7][C:6]1=[O:17])=[O:4]. (7) Given the reactants Cl[C:2]1[C:3]2[CH2:11][N:10]([C:12]3[CH:17]=[CH:16][C:15]([CH3:18])=[CH:14][N:13]=3)[CH2:9][CH2:8][C:4]=2[N:5]=[CH:6][N:7]=1.[NH2:19][C@@H:20]([C:23]1[CH:28]=[CH:27][C:26]([C:29]([F:32])([F:31])[F:30])=[CH:25][CH:24]=1)[CH2:21][OH:22].C(N(CC)C(C)C)(C)C.NO.C([O-])([O-])=O.[Na+].[Na+], predict the reaction product. The product is: [CH3:18][C:15]1[CH:16]=[CH:17][C:12]([N:10]2[CH2:9][CH2:8][C:4]3[N:5]=[CH:6][N:7]=[C:2]([NH:19][C@@H:20]([C:23]4[CH:24]=[CH:25][C:26]([C:29]([F:30])([F:31])[F:32])=[CH:27][CH:28]=4)[CH2:21][OH:22])[C:3]=3[CH2:11]2)=[N:13][CH:14]=1. (8) Given the reactants [Cl:1][C:2]1[CH:18]=[CH:17][C:5]2[C:6]3[N:7]([N:11]=[C:12]([C:14](O)=[O:15])[N:13]=3)[CH2:8][CH2:9][O:10][C:4]=2[CH:3]=1.C[N:20](C)C=O.F[P-](F)(F)(F)(F)F.C[N+](C)=C(N(C)C)ON1C2N=CC=CC=2N=N1.ClC1C=CC2N=NN(O)C=2C=1.[NH4+].[Cl-].C(N(CC)C(C)C)(C)C, predict the reaction product. The product is: [Cl:1][C:2]1[CH:18]=[CH:17][C:5]2[C:6]3[N:7]([N:11]=[C:12]([C:14]([NH2:20])=[O:15])[N:13]=3)[CH2:8][CH2:9][O:10][C:4]=2[CH:3]=1.